From a dataset of Reaction yield outcomes from USPTO patents with 853,638 reactions. Predict the reaction yield, written as a fraction of the theoretical maximum amount of product (1.0 means a 100% yield; for example, 0.34 means a 34% yield). (1) The reactants are [Br:1][C:2]1[CH:7]=[CH:6][C:5](F)=[C:4]([N+:9]([O-:11])=[O:10])[CH:3]=1.[CH2:12]([OH:16])[CH2:13][C:14]#[CH:15].C(=O)([O-])[O-].[K+].[K+]. The catalyst is CN(C=O)C.O. The product is [Br:1][C:2]1[CH:7]=[CH:6][C:5]([O:16][CH2:12][CH2:13][C:14]#[CH:15])=[C:4]([N+:9]([O-:11])=[O:10])[CH:3]=1. The yield is 0.710. (2) The reactants are [F:1][C:2]([F:13])([F:12])[C:3]1[CH:11]=[CH:10][C:6]([C:7](O)=[O:8])=[CH:5][N:4]=1.[H-].[H-].[H-].[H-].[Li+].[Al+3]. The catalyst is C1COCC1. The product is [F:12][C:2]([F:1])([F:13])[C:3]1[N:4]=[CH:5][C:6]([CH2:7][OH:8])=[CH:10][CH:11]=1. The yield is 0.700. (3) The reactants are [Cl:1][C:2]1[CH:21]=[C:20]([C:22]([F:25])([F:24])[F:23])[CH:19]=[CH:18][C:3]=1[CH2:4][N:5]1[C:9](/[CH:10]=[CH:11]/[C:12]([O:14][CH2:15][CH3:16])=[O:13])=[CH:8][C:7]([OH:17])=[N:6]1.Br[CH2:27][CH:28]1[CH2:30][CH2:29]1.C(=O)([O-])[O-].[K+].[K+]. The catalyst is CN(C)C=O. The product is [Cl:1][C:2]1[CH:21]=[C:20]([C:22]([F:25])([F:23])[F:24])[CH:19]=[CH:18][C:3]=1[CH2:4][N:5]1[C:9](/[CH:10]=[CH:11]/[C:12]([O:14][CH2:15][CH3:16])=[O:13])=[CH:8][C:7]([O:17][CH2:27][CH:28]2[CH2:30][CH2:29]2)=[N:6]1. The yield is 0.590. (4) The reactants are [Br:1][C:2]1[CH:10]=[C:9]2[C:5]([CH:6]=[N:7][NH:8]2)=[CH:4][CH:3]=1.[OH-].[K+].CN(C=O)C.[I:18]I. The catalyst is O. The product is [Br:1][C:2]1[CH:10]=[C:9]2[C:5]([C:6]([I:18])=[N:7][NH:8]2)=[CH:4][CH:3]=1. The yield is 0.880.